From a dataset of NCI-60 drug combinations with 297,098 pairs across 59 cell lines. Regression. Given two drug SMILES strings and cell line genomic features, predict the synergy score measuring deviation from expected non-interaction effect. (1) Drug 1: C1=CC(=CC=C1CCC2=CNC3=C2C(=O)NC(=N3)N)C(=O)NC(CCC(=O)O)C(=O)O. Drug 2: C1CCC(C(C1)N)N.C(=O)(C(=O)[O-])[O-].[Pt+4]. Cell line: LOX IMVI. Synergy scores: CSS=36.6, Synergy_ZIP=-3.02, Synergy_Bliss=-6.68, Synergy_Loewe=-12.1, Synergy_HSA=-6.06. (2) Drug 1: CCC(=C(C1=CC=CC=C1)C2=CC=C(C=C2)OCCN(C)C)C3=CC=CC=C3.C(C(=O)O)C(CC(=O)O)(C(=O)O)O. Drug 2: CN(C(=O)NC(C=O)C(C(C(CO)O)O)O)N=O. Cell line: BT-549. Synergy scores: CSS=3.02, Synergy_ZIP=-0.708, Synergy_Bliss=-0.398, Synergy_Loewe=-0.754, Synergy_HSA=-0.743. (3) Drug 1: CC(C)(C#N)C1=CC(=CC(=C1)CN2C=NC=N2)C(C)(C)C#N. Synergy scores: CSS=0.0930, Synergy_ZIP=-3.40, Synergy_Bliss=-8.65, Synergy_Loewe=-12.3, Synergy_HSA=-7.15. Cell line: HS 578T. Drug 2: CN(C(=O)NC(C=O)C(C(C(CO)O)O)O)N=O. (4) Drug 1: C1CCN(CC1)CCOC2=CC=C(C=C2)C(=O)C3=C(SC4=C3C=CC(=C4)O)C5=CC=C(C=C5)O. Drug 2: C1=CC(=CC=C1CCC2=CNC3=C2C(=O)NC(=N3)N)C(=O)NC(CCC(=O)O)C(=O)O. Cell line: SW-620. Synergy scores: CSS=29.8, Synergy_ZIP=0.427, Synergy_Bliss=-0.669, Synergy_Loewe=-13.4, Synergy_HSA=-1.72. (5) Drug 1: C1=CC(=CC=C1C#N)C(C2=CC=C(C=C2)C#N)N3C=NC=N3. Drug 2: COC1=NC(=NC2=C1N=CN2C3C(C(C(O3)CO)O)O)N. Cell line: RPMI-8226. Synergy scores: CSS=-0.693, Synergy_ZIP=2.87, Synergy_Bliss=-0.661, Synergy_Loewe=2.96, Synergy_HSA=-3.37.